From a dataset of Catalyst prediction with 721,799 reactions and 888 catalyst types from USPTO. Predict which catalyst facilitates the given reaction. Reactant: [O:1]=[C:2]1[N:7]([CH2:8][C:9]2[CH:14]=[CH:13][C:12]([C:15]3[C:16]([C:21]#[N:22])=[CH:17][CH:18]=[CH:19][CH:20]=3)=[CH:11][CH:10]=2)[C:6]2[S:23][C:24]([CH2:26][C:27]([F:30])([F:29])[F:28])=[CH:25][C:5]=2[C:4](=[O:31])[NH:3]1.Br[CH2:33][C:34]([C:36]1[CH:41]=[CH:40][C:39]([F:42])=[CH:38][CH:37]=1)=[O:35].CN(C)C=O.[H-].[Na+]. Product: [F:42][C:39]1[CH:40]=[CH:41][C:36]([C:34](=[O:35])[CH2:33][N:3]2[C:4](=[O:31])[C:5]3[CH:25]=[C:24]([CH2:26][C:27]([F:30])([F:29])[F:28])[S:23][C:6]=3[N:7]([CH2:8][C:9]3[CH:10]=[CH:11][C:12]([C:15]4[C:16]([C:21]#[N:22])=[CH:17][CH:18]=[CH:19][CH:20]=4)=[CH:13][CH:14]=3)[C:2]2=[O:1])=[CH:37][CH:38]=1. The catalyst class is: 13.